Dataset: Peptide-MHC class II binding affinity with 134,281 pairs from IEDB. Task: Regression. Given a peptide amino acid sequence and an MHC pseudo amino acid sequence, predict their binding affinity value. This is MHC class II binding data. (1) The peptide sequence is TATELNNALQNLART. The MHC is DRB1_0701 with pseudo-sequence DRB1_0701. The binding affinity (normalized) is 0.0440. (2) The peptide sequence is CAKSMSLFEVDQTKI. The MHC is DRB1_1101 with pseudo-sequence DRB1_1101. The binding affinity (normalized) is 0.0747. (3) The peptide sequence is NPKNFQTMPGTFQTT. The MHC is DRB1_0802 with pseudo-sequence DRB1_0802. The binding affinity (normalized) is 0.523.